This data is from Peptide-MHC class II binding affinity with 134,281 pairs from IEDB. The task is: Regression. Given a peptide amino acid sequence and an MHC pseudo amino acid sequence, predict their binding affinity value. This is MHC class II binding data. (1) The peptide sequence is IVPPADKYRTFVATF. The MHC is HLA-DPA10201-DPB10501 with pseudo-sequence HLA-DPA10201-DPB10501. The binding affinity (normalized) is 0.388. (2) The peptide sequence is QSTFLGASQRGVGVA. The MHC is HLA-DQA10303-DQB10402 with pseudo-sequence HLA-DQA10303-DQB10402. The binding affinity (normalized) is 0.319.